Task: Predict the product of the given reaction.. Dataset: Forward reaction prediction with 1.9M reactions from USPTO patents (1976-2016) (1) The product is: [CH3:1][O:2][C:3](=[O:36])[CH2:4][C:5]1[CH:10]=[CH:9][C:8]([CH3:37])=[C:7]([O:19][C:20]2[CH:25]=[CH:24][C:23]([N+:26]([O-:28])=[O:27])=[CH:22][C:21]=2[CH2:29][S:30][CH2:31][C:32]([F:35])([F:33])[F:34])[CH:6]=1. Given the reactants [CH3:1][O:2][C:3](=[O:36])[CH2:4][C:5]1[CH:10]=[CH:9][C:8](OS(C(F)(F)F)(=O)=O)=[C:7]([O:19][C:20]2[CH:25]=[CH:24][C:23]([N+:26]([O-:28])=[O:27])=[CH:22][C:21]=2[CH2:29][S:30][CH2:31][C:32]([F:35])([F:34])[F:33])[CH:6]=1.[CH3:37]B1OB(C)OB(C)O1.C(=O)([O-])[O-].[K+].[K+], predict the reaction product. (2) Given the reactants [C:1]1([CH3:14])[CH:6]=[CH:5][C:4]([C:7]23[CH2:12][CH:11]2[CH2:10][C:9](=[O:13])[CH2:8]3)=[CH:3][CH:2]=1.[C:15]([O-])(=O)[CH3:16].[NH4+].[BH3-]C#[N:22].[Na+].[ClH:24].C#N, predict the reaction product. The product is: [ClH:24].[C:1]1([CH3:14])[CH:6]=[CH:5][C:4]([C:7]23[CH2:12][CH:11]2[CH2:10][CH:9]([NH2:22])[CH2:8]3)=[CH:3][CH:2]=1.[ClH:24].[CH2:15]([O:13][CH2:9][CH3:10])[CH3:16]. (3) Given the reactants [SH:1][CH2:2][CH2:3][CH2:4][C@@H:5]([C:22]([NH:24][C:25]1[CH:34]=[CH:33][C:32]2[C:27](=[CH:28][CH:29]=[CH:30][CH:31]=2)[CH:26]=1)=[O:23])[NH:6][C:7](=[O:21])[CH2:8][C:9]1[C:17]2[C:12](=[CH:13][CH:14]=[C:15]([O:18][CH3:19])[CH:16]=2)[NH:11][C:10]=1[CH3:20].Cl[CH2:36][C:37](=[O:39])[CH3:38], predict the reaction product. The product is: [CH3:19][O:18][C:15]1[CH:16]=[C:17]2[C:12](=[CH:13][CH:14]=1)[NH:11][C:10]([CH3:20])=[C:9]2[CH2:8][C:7]([NH:6][C@H:5]([C:22]([NH:24][C:25]1[CH:34]=[CH:33][C:32]2[C:27](=[CH:28][CH:29]=[CH:30][CH:31]=2)[CH:26]=1)=[O:23])[CH2:4][CH2:3][CH2:2][S:1][CH2:36][C:37](=[O:39])[CH3:38])=[O:21]. (4) The product is: [F:2][C:3]1[CH:4]=[C:5]([C@H:10]2[CH2:15][CH2:14][N:13]([CH2:33][C:25]3[N:24]([CH3:23])[C:28]4[CH:29]=[CH:30][CH:31]=[CH:32][C:27]=4[N:26]=3)[CH2:12][C@H:11]2[CH3:16])[CH:6]=[CH:7][C:8]=1[F:9]. Given the reactants Cl.[F:2][C:3]1[CH:4]=[C:5]([C@H:10]2[CH2:15][CH2:14][NH:13][CH2:12][C@H:11]2[CH3:16])[CH:6]=[CH:7][C:8]=1[F:9].[O-]S([O-])(=O)=O.[Mg+2].[CH3:23][N:24]1[C:28]2[CH:29]=[CH:30][CH:31]=[CH:32][C:27]=2[N:26]=[C:25]1[CH:33]=O.[BH-](OC(C)=O)(OC(C)=O)OC(C)=O.[Na+], predict the reaction product. (5) The product is: [CH3:8][C:6]1[CH:7]=[C:2]([C:21]#[C:20][C:24]2[CH:29]=[CH:28][CH:27]=[CH:26][CH:25]=2)[N:3]=[C:4]([O:9][C:10]2[N:14]([CH3:15])[N:13]=[C:12]([C:16]([F:19])([F:18])[F:17])[CH:11]=2)[CH:5]=1. Given the reactants Br[C:2]1[CH:7]=[C:6]([CH3:8])[CH:5]=[C:4]([O:9][C:10]2[N:14]([CH3:15])[N:13]=[C:12]([C:16]([F:19])([F:18])[F:17])[CH:11]=2)[N:3]=1.[C:20]([C:24]1[CH:29]=[C:28](C)[CH:27]=[C:26](C(C)(C)C)[C:25]=1O)(C)(C)[CH3:21].C([Sn](CCCC)(CCCC)C#CC1C=CC=CC=1)CCC, predict the reaction product. (6) Given the reactants [F:1][C:2]1[CH:3]=[C:4]2[C:9](=[CH:10][C:11]=1[F:12])[N:8]=[CH:7][CH:6]([C:13]([O:15][CH2:16][CH3:17])=[O:14])[C:5]2=O.C(=O)([O-])[O-].[K+].[K+].P(Cl)(Cl)([Cl:27])=O, predict the reaction product. The product is: [Cl:27][C:5]1[C:4]2[C:9](=[CH:10][C:11]([F:12])=[C:2]([F:1])[CH:3]=2)[N:8]=[CH:7][C:6]=1[C:13]([O:15][CH2:16][CH3:17])=[O:14]. (7) Given the reactants S(C)C.[Li+].[Cl-].[CH3:6][Mg]Cl.[CH3:9]/[C:10](=[CH:31]\[CH2:32][CH2:33][CH3:34])/[C:11]([N:13]1[C@@H:17]([C:18]2[CH:23]=[CH:22][CH:21]=[CH:20][CH:19]=2)[C@@H:16]([C:24]2[CH:29]=[CH:28][CH:27]=[CH:26][CH:25]=2)[O:15][C:14]1=[O:30])=[O:12], predict the reaction product. The product is: [CH3:9][C@H:10]([C@H:31]([CH3:6])[CH2:32][CH2:33][CH3:34])[C:11]([N:13]1[C@@H:17]([C:18]2[CH:23]=[CH:22][CH:21]=[CH:20][CH:19]=2)[C@@H:16]([C:24]2[CH:29]=[CH:28][CH:27]=[CH:26][CH:25]=2)[O:15][C:14]1=[O:30])=[O:12]. (8) Given the reactants [Cl:1][C:2]1[CH:7]=[CH:6][C:5]([CH:8]2[C:16]3[C:11](=[CH:12][CH:13]=[CH:14][CH:15]=3)[C:10](=O)[CH2:9]2)=[CH:4][CH:3]=1.[CH3:18][N:19]1[CH2:24][CH2:23][NH:22][CH2:21][CH2:20]1.C(O)(=O)C, predict the reaction product. The product is: [Cl:1][C:2]1[CH:7]=[CH:6][C:5]([CH:8]2[C:16]3[C:11](=[CH:12][CH:13]=[CH:14][CH:15]=3)[CH:10]([N:22]3[CH2:23][CH2:24][N:19]([CH3:18])[CH2:20][CH2:21]3)[CH2:9]2)=[CH:4][CH:3]=1.